Dataset: Forward reaction prediction with 1.9M reactions from USPTO patents (1976-2016). Task: Predict the product of the given reaction. (1) Given the reactants [Sb](F)(F)F.FC([SiH](F)[CH:9]([SiH:11]([CH:13]([F:15])[F:14])F)[CH3:10])F, predict the reaction product. The product is: [F:14][CH:13]([SiH2:11][CH2:10][CH2:9][SiH2:11][CH:13]([F:14])[F:15])[F:15]. (2) Given the reactants [F:1][C:2]1[CH:3]=[CH:4][CH:5]=[C:6]2[C:10]=1[N:9]([C:11]1[N:15]=[C:14]([CH:16]3[CH2:21][CH2:20][N:19]([CH2:22][CH:23]4[CH2:28][CH2:27][N:26](C(OC(C)(C)C)=O)[CH2:25][CH2:24]4)[CH2:18][CH2:17]3)[O:13][N:12]=1)[N:8]=[C:7]2[CH:36]([CH3:38])[CH3:37].[ClH:39].O1CCOCC1, predict the reaction product. The product is: [ClH:39].[ClH:39].[F:1][C:2]1[CH:3]=[CH:4][CH:5]=[C:6]2[C:10]=1[N:9]([C:11]1[N:15]=[C:14]([CH:16]3[CH2:21][CH2:20][N:19]([CH2:22][CH:23]4[CH2:28][CH2:27][NH:26][CH2:25][CH2:24]4)[CH2:18][CH2:17]3)[O:13][N:12]=1)[N:8]=[C:7]2[CH:36]([CH3:38])[CH3:37]. (3) Given the reactants Br[C:2]1[C:11]2[C:6](=[CH:7][CH:8]=[CH:9][CH:10]=2)[C:5]([Br:12])=[CH:4][CH:3]=1.[NH:13]1[CH2:17][CH2:16][CH2:15][CH2:14]1.C1C=CC(P(C2C=CC3C(=CC=CC=3)C=2C2C3C(=CC=CC=3)C=CC=2P(C2C=CC=CC=2)C2C=CC=CC=2)C2C=CC=CC=2)=CC=1.CC(C)([O-])C.[Na+].C1(C)C=CC=CC=1, predict the reaction product. The product is: [Br:12][C:5]1[C:6]2[C:11](=[CH:10][CH:9]=[CH:8][CH:7]=2)[C:2]([N:13]2[CH2:17][CH2:16][CH2:15][CH2:14]2)=[CH:3][CH:4]=1. (4) Given the reactants C([O:3][C:4]([C:6]1[N:7]([CH2:16][C:17]([N:19]2[CH2:24][CH2:23][N:22]([C:25]3[CH:30]=[CH:29][CH:28]=[CH:27][C:26]=3[C:31](=[O:43])[NH:32][C:33]3[CH:38]=[CH:37][C:36]([S:39]([CH3:42])(=[O:41])=[O:40])=[CH:35][CH:34]=3)[CH2:21][CH2:20]2)=[O:18])[C:8]2[C:13]([CH:14]=1)=[CH:12][C:11]([Cl:15])=[CH:10][CH:9]=2)=[O:5])C, predict the reaction product. The product is: [Cl:15][C:11]1[CH:12]=[C:13]2[C:8](=[CH:9][CH:10]=1)[N:7]([CH2:16][C:17]([N:19]1[CH2:20][CH2:21][N:22]([C:25]3[CH:30]=[CH:29][CH:28]=[CH:27][C:26]=3[C:31](=[O:43])[NH:32][C:33]3[CH:38]=[CH:37][C:36]([S:39]([CH3:42])(=[O:40])=[O:41])=[CH:35][CH:34]=3)[CH2:23][CH2:24]1)=[O:18])[C:6]([C:4]([OH:5])=[O:3])=[CH:14]2. (5) Given the reactants [CH3:1][C:2]1([CH3:16])[C:6]([CH3:8])([CH3:7])[O:5][B:4]([C:9]2[CH:14]=[CH:13][C:12]([NH2:15])=[CH:11][CH:10]=2)[O:3]1.C(N(C(C)C)CC)(C)C.[CH3:26][N:27]([CH3:32])[CH2:28][C:29](Cl)=[O:30], predict the reaction product. The product is: [CH3:26][N:27]([CH3:32])[CH2:28][C:29]([NH:15][C:12]1[CH:13]=[CH:14][C:9]([B:4]2[O:3][C:2]([CH3:16])([CH3:1])[C:6]([CH3:7])([CH3:8])[O:5]2)=[CH:10][CH:11]=1)=[O:30]. (6) The product is: [C:1]([N:4]1[C:17]2[C:12](=[CH:13][CH:14]=[C:15]([Br:18])[CH:16]=2)[C:6]2([CH2:7][CH2:8][S:21](=[O:23])(=[O:20])[CH2:10][CH2:11]2)[CH2:5]1)(=[O:3])[CH3:2]. Given the reactants [C:1]([N:4]1[C:17]2[C:12](=[CH:13][CH:14]=[C:15]([Br:18])[CH:16]=2)[C:6]2([CH2:11][CH2:10]S[CH2:8][CH2:7]2)[CH2:5]1)(=[O:3])[CH3:2].O[O:20][S:21]([O-:23])=O.[K+].[NH4+].[Cl-], predict the reaction product.